Dataset: Forward reaction prediction with 1.9M reactions from USPTO patents (1976-2016). Task: Predict the product of the given reaction. (1) Given the reactants [CH2:1]([N:5]1[C:13]2[C:12](=[O:14])[N:11]([CH2:15][O:16][C:17](=[O:22])[C:18]([CH3:21])([CH3:20])[CH3:19])[C:10](=[O:23])[NH:9][C:8]=2[N:7]=[C:6]1[N:24]1[CH2:29][CH2:28][N:27]([C:30]([O:32][C:33]([CH3:36])([CH3:35])[CH3:34])=[O:31])[CH2:26][CH2:25]1)[C:2]#[C:3][CH3:4].C(=O)([O-])[O-].[K+].[K+].[CH2:43]([O:45][CH2:46][CH2:47]Br)[CH3:44], predict the reaction product. The product is: [CH2:1]([N:5]1[C:13]2[C:12](=[O:14])[N:11]([CH2:15][O:16][C:17](=[O:22])[C:18]([CH3:21])([CH3:20])[CH3:19])[C:10](=[O:23])[N:9]([CH2:44][CH2:43][O:45][CH2:46][CH3:47])[C:8]=2[N:7]=[C:6]1[N:24]1[CH2:25][CH2:26][N:27]([C:30]([O:32][C:33]([CH3:36])([CH3:35])[CH3:34])=[O:31])[CH2:28][CH2:29]1)[C:2]#[C:3][CH3:4]. (2) Given the reactants [CH3:1][C:2]1[NH:3][C:4]2[C:5](=[O:16])[CH2:6][CH2:7][CH2:8][C:9]=2[C:10]=1[C:11]([O:13]CC)=[O:12].Cl, predict the reaction product. The product is: [CH3:1][C:2]1[NH:3][C:4]2[C:5](=[O:16])[CH2:6][CH2:7][CH2:8][C:9]=2[C:10]=1[C:11]([OH:13])=[O:12]. (3) Given the reactants [CH3:1][O:2][CH:3]1[CH2:7][CH2:6][NH:5][CH2:4]1.BrC1C=CC=CC=1Br.COC1CCN([C:23]2[CH:24]=[C:25]([S:29]([Cl:32])(=[O:31])=[O:30])[CH:26]=[CH:27][CH:28]=2)C1, predict the reaction product. The product is: [CH3:1][O:2][CH:3]1[CH2:7][CH2:6][N:5]([C:24]2[CH:23]=[CH:28][CH:27]=[CH:26][C:25]=2[S:29]([Cl:32])(=[O:31])=[O:30])[CH2:4]1. (4) Given the reactants [Cl:1][C:2]1[CH:3]=[C:4]([CH:25]=[CH:26][CH:27]=1)[O:5][CH2:6][C:7]([NH:9][CH:10]1[CH2:15][CH2:14][C:13]([N:22]([CH3:24])[CH3:23])([C:16]2[CH:21]=[CH:20][CH:19]=[CH:18][CH:17]=2)[CH2:12][CH2:11]1)=[O:8].Cl.O.Cl[Si](C)(C)C, predict the reaction product. The product is: [ClH:1].[Cl:1][C:2]1[CH:3]=[C:4]([CH:25]=[CH:26][CH:27]=1)[O:5][CH2:6][C:7]([NH:9][CH:10]1[CH2:15][CH2:14][C:13]([N:22]([CH3:24])[CH3:23])([C:16]2[CH:17]=[CH:18][CH:19]=[CH:20][CH:21]=2)[CH2:12][CH2:11]1)=[O:8].